From a dataset of Forward reaction prediction with 1.9M reactions from USPTO patents (1976-2016). Predict the product of the given reaction. (1) Given the reactants C([C@@H]1N(C(=O)C2C=CC(OC3C=CC=CC=3)=CC=2)C[C@H](CC(C)C)NC1=O)C(C)C.[CH2:31]([C@@H:35]1[NH:40][CH2:39][C@H:38]([CH2:41][CH:42]([CH3:44])[CH3:43])[NH:37][C:36]1=[O:45])[CH:32]([CH3:34])[CH3:33].[F:46][C:47]1[CH:52]=[CH:51][C:50]([C:53]#[C:54][C:55](O)=[O:56])=[CH:49][CH:48]=1, predict the reaction product. The product is: [F:46][C:47]1[CH:48]=[CH:49][C:50]([C:53]#[C:54][C:55]([N:40]2[CH2:39][C@H:38]([CH2:41][CH:42]([CH3:44])[CH3:43])[NH:37][C:36](=[O:45])[C@@H:35]2[CH2:31][CH:32]([CH3:34])[CH3:33])=[O:56])=[CH:51][CH:52]=1. (2) Given the reactants [CH2:1]([O:3][C:4](=[O:24])[C@H:5]([OH:23])[CH2:6][C@H:7]([NH2:22])[CH2:8][C:9]1[CH:14]=[CH:13][C:12]([C:15]2[CH:20]=[CH:19][CH:18]=[C:17]([Cl:21])[CH:16]=2)=[CH:11][CH:10]=1)[CH3:2].C(O)[C:26]1[CH:31]=[CH:30]C=[CH:28][CH:27]=1.Cl.O1CCOCC1.[OH:40][C:41]1[N:45]([C:46]2[CH:51]=[CH:50][CH:49]=[CH:48][N:47]=2)[N:44]=[C:43]([C:52]([OH:54])=O)[CH:42]=1.CN(C(ON1N=NC2C=CC=NC1=2)=[N+](C)C)C.F[P-](F)(F)(F)(F)F.CN(C=O)C.CCN(C(C)C)C(C)C, predict the reaction product. The product is: [CH2:1]([O:3][C:4](=[O:24])[C@H:5]([OH:23])[CH2:6][C@H:7]([NH:22][C:52]([C:43]1[CH:42]=[C:41]([OH:40])[N:45]([C:46]2[CH:51]=[CH:50][CH:49]=[CH:48][N:47]=2)[N:44]=1)=[O:54])[CH2:8][C:9]1[CH:14]=[CH:13][C:12]([C:15]2[CH:20]=[CH:19][CH:18]=[C:17]([Cl:21])[CH:16]=2)=[CH:11][CH:10]=1)[C:2]1[CH:30]=[CH:31][CH:26]=[CH:27][CH:28]=1.